The task is: Regression. Given a peptide amino acid sequence and an MHC pseudo amino acid sequence, predict their binding affinity value. This is MHC class II binding data.. This data is from Peptide-MHC class II binding affinity with 134,281 pairs from IEDB. (1) The peptide sequence is EGTKVTFHVEKGSNP. The MHC is HLA-DPA10201-DPB11401 with pseudo-sequence HLA-DPA10201-DPB11401. The binding affinity (normalized) is 0.0206. (2) The MHC is HLA-DQA10102-DQB10602 with pseudo-sequence HLA-DQA10102-DQB10602. The binding affinity (normalized) is 0.135. The peptide sequence is CGYKDVDKPPFDGMT. (3) The peptide sequence is AVSQITESFVRKQKY. The MHC is DRB1_0101 with pseudo-sequence DRB1_0101. The binding affinity (normalized) is 0.298. (4) The peptide sequence is AFKRAATAANAAPAN. The MHC is DRB1_1001 with pseudo-sequence DRB1_1001. The binding affinity (normalized) is 0.785. (5) The peptide sequence is VIGLLPQNMVLTTQG. The MHC is DRB1_0401 with pseudo-sequence DRB1_0401. The binding affinity (normalized) is 0.153.